From a dataset of NCI-60 drug combinations with 297,098 pairs across 59 cell lines. Regression. Given two drug SMILES strings and cell line genomic features, predict the synergy score measuring deviation from expected non-interaction effect. (1) Drug 1: CCN(CC)CCNC(=O)C1=C(NC(=C1C)C=C2C3=C(C=CC(=C3)F)NC2=O)C. Drug 2: COCCOC1=C(C=C2C(=C1)C(=NC=N2)NC3=CC=CC(=C3)C#C)OCCOC.Cl. Cell line: UACC62. Synergy scores: CSS=14.2, Synergy_ZIP=-2.94, Synergy_Bliss=-0.738, Synergy_Loewe=10.4, Synergy_HSA=1.98. (2) Drug 1: CC1CCC2CC(C(=CC=CC=CC(CC(C(=O)C(C(C(=CC(C(=O)CC(OC(=O)C3CCCCN3C(=O)C(=O)C1(O2)O)C(C)CC4CCC(C(C4)OC)O)C)C)O)OC)C)C)C)OC. Drug 2: C1CC(=O)NC(=O)C1N2C(=O)C3=CC=CC=C3C2=O. Cell line: CCRF-CEM. Synergy scores: CSS=31.1, Synergy_ZIP=1.44, Synergy_Bliss=4.09, Synergy_Loewe=-59.8, Synergy_HSA=2.56. (3) Drug 1: CNC(=O)C1=CC=CC=C1SC2=CC3=C(C=C2)C(=NN3)C=CC4=CC=CC=N4. Cell line: COLO 205. Synergy scores: CSS=21.5, Synergy_ZIP=2.54, Synergy_Bliss=3.61, Synergy_Loewe=-6.84, Synergy_HSA=0.578. Drug 2: C1=NC2=C(N1)C(=S)N=C(N2)N. (4) Drug 1: COC1=NC(=NC2=C1N=CN2C3C(C(C(O3)CO)O)O)N. Drug 2: C1=NNC2=C1C(=O)NC=N2. Cell line: RPMI-8226. Synergy scores: CSS=15.6, Synergy_ZIP=-3.26, Synergy_Bliss=-2.43, Synergy_Loewe=-1.30, Synergy_HSA=-0.312. (5) Drug 1: CCCS(=O)(=O)NC1=C(C(=C(C=C1)F)C(=O)C2=CNC3=C2C=C(C=N3)C4=CC=C(C=C4)Cl)F. Drug 2: CC1=C2C(C(=O)C3(C(CC4C(C3C(C(C2(C)C)(CC1OC(=O)C(C(C5=CC=CC=C5)NC(=O)OC(C)(C)C)O)O)OC(=O)C6=CC=CC=C6)(CO4)OC(=O)C)OC)C)OC. Cell line: SK-MEL-28. Synergy scores: CSS=56.8, Synergy_ZIP=3.70, Synergy_Bliss=3.39, Synergy_Loewe=7.34, Synergy_HSA=9.68. (6) Drug 1: CC1C(C(CC(O1)OC2CC(CC3=C2C(=C4C(=C3O)C(=O)C5=C(C4=O)C(=CC=C5)OC)O)(C(=O)C)O)N)O.Cl. Drug 2: CC1=C(C(=O)C2=C(C1=O)N3CC4C(C3(C2COC(=O)N)OC)N4)N. Cell line: NCI-H322M. Synergy scores: CSS=15.4, Synergy_ZIP=-1.88, Synergy_Bliss=3.15, Synergy_Loewe=0.477, Synergy_HSA=1.66.